This data is from Full USPTO retrosynthesis dataset with 1.9M reactions from patents (1976-2016). The task is: Predict the reactants needed to synthesize the given product. Given the product [CH3:1][O:2][C:3]1[CH:4]=[C:5]2[C:6]([C:7](=[O:8])[NH:28][CH:29]=[N:18]2)=[CH:11][C:12]=1[O:13][CH2:14][CH2:15][CH2:16][Cl:17], predict the reactants needed to synthesize it. The reactants are: [CH3:1][O:2][C:3]1[CH:4]=[C:5]([NH2:18])[C:6](=[CH:11][C:12]=1[O:13][CH2:14][CH2:15][CH2:16][Cl:17])[C:7](OC)=[O:8].C([O-])([O-])OC.C([O-])(=O)C.[NH4+:28].[CH3:29]O.